From a dataset of Full USPTO retrosynthesis dataset with 1.9M reactions from patents (1976-2016). Predict the reactants needed to synthesize the given product. (1) Given the product [C:33]([O:37][C:38]([NH:40][C@H:41]([C:42]([O:44][CH2:14][O:13][C:12](=[O:16])[N:11]([C:9]1[N:10]=[C:5]2[CH:4]=[CH:3][C:2]([Cl:1])=[CH:7][N:6]2[N:8]=1)[C:17]1[CH:22]=[CH:21][C:20]([S:23]([CH3:26])(=[O:24])=[O:25])=[CH:19][C:18]=1[O:27][CH2:28][C:29]([F:32])([F:30])[F:31])=[O:43])[C:45]([CH3:48])([CH3:47])[CH3:46])=[O:39])([CH3:36])([CH3:34])[CH3:35], predict the reactants needed to synthesize it. The reactants are: [Cl:1][C:2]1[CH:3]=[CH:4][C:5]2[N:6]([N:8]=[C:9]([N:11]([C:17]3[CH:22]=[CH:21][C:20]([S:23]([CH3:26])(=[O:25])=[O:24])=[CH:19][C:18]=3[O:27][CH2:28][C:29]([F:32])([F:31])[F:30])[C:12](=[O:16])[O:13][CH2:14]Cl)[N:10]=2)[CH:7]=1.[C:33]([O:37][C:38]([NH:40][C@@H:41]([C:45]([CH3:48])([CH3:47])[CH3:46])[C:42]([O-:44])=[O:43])=[O:39])([CH3:36])([CH3:35])[CH3:34].[Cs+].O. (2) Given the product [C:25]([C:23]1[N:24]=[C:19]([CH2:18][N:15]2[CH2:16][CH2:17][N:13]([C@@H:8]([C:9]([CH3:10])([CH3:12])[CH3:11])[C:6]([O:5][C:1]([CH3:2])([CH3:4])[CH3:3])=[O:7])[C:14]2=[O:29])[CH:20]=[CH:21][CH:22]=1)(=[O:27])[CH3:30], predict the reactants needed to synthesize it. The reactants are: [C:1]([O:5][C:6]([C@@H:8]([N:13]1[CH2:17][CH2:16][N:15]([CH2:18][C:19]2[N:24]=[C:23]([C:25]([O:27]C)=O)[CH:22]=[CH:21][CH:20]=2)[C:14]1=[O:29])[C:9]([CH3:12])([CH3:11])[CH3:10])=[O:7])([CH3:4])([CH3:3])[CH3:2].[CH3:30][Mg]Br.